From a dataset of M1 muscarinic receptor agonist screen with 61,833 compounds. Binary Classification. Given a drug SMILES string, predict its activity (active/inactive) in a high-throughput screening assay against a specified biological target. (1) The drug is S(=O)(=O)(N1CCCCCC1)c1ccc(NC(=O)c2nn3c(cc(nc3n2)C)C(F)F)cc1. The result is 0 (inactive). (2) The compound is O=C1CC(Cc2nc(N3CCc4c3cccc4)ncc12)c1ccccc1. The result is 0 (inactive). (3) The molecule is S(CC(=O)Nc1cc2OCOc2cc1)c1oc(nn1)C. The result is 0 (inactive). (4) The result is 0 (inactive). The compound is o1nc(cc1c1cc(OC)c(OC)cc1)C(=O)NCc1ccc(OC)cc1. (5) The result is 0 (inactive). The compound is o1c(C(=O)Nc2cc(OC)ccc2)c(nc1)C. (6) The molecule is O1CCN(CC1)c1ccc(NC2CC(=O)N(C2=O)c2cc(OC)ccc2)cc1. The result is 0 (inactive). (7) The compound is S(CC(=O)N1CCCC1)c1n(c(nn1)Cc1n(ccc1)C)c1ccc(OC)cc1. The result is 0 (inactive). (8) The drug is O=C1NC2(CCCCC2)Cc2c1cccc2. The result is 0 (inactive). (9) The result is 0 (inactive). The drug is S(c1n(nnn1)Cc1cc2OCOc2cc1)CC(=O)NCCc1cc(OC)c(OC)cc1. (10) The molecule is s1c2c(CCC2)c2c1nc(nc2SCC#N)C. The result is 0 (inactive).